Task: Predict the product of the given reaction.. Dataset: Forward reaction prediction with 1.9M reactions from USPTO patents (1976-2016) (1) Given the reactants Cl.[CH3:2][NH:3][O:4][CH3:5].C[Al](C)C.[CH2:10]([O:13][CH:14]([CH3:19])[C:15]([O:17]C)=O)[CH:11]=[CH2:12].O, predict the reaction product. The product is: [CH3:5][O:4][N:3]([CH3:2])[C:15](=[O:17])[CH:14]([O:13][CH2:10][CH:11]=[CH2:12])[CH3:19]. (2) Given the reactants [F:1][C:2]1[CH:13]=[CH:12][C:5]2[NH:6][C:7](=[O:11])[O:8][C:9](=[O:10])[C:4]=2[CH:3]=1.[H-].[Na+].[CH3:16]I, predict the reaction product. The product is: [F:1][C:2]1[CH:13]=[CH:12][C:5]2[N:6]([CH3:16])[C:7](=[O:11])[O:8][C:9](=[O:10])[C:4]=2[CH:3]=1. (3) Given the reactants C([O:3][C:4]([CH:6]1[CH2:11][CH2:10][N:9]([C:12]2[N:17]=[C:16]([N:18]3[CH2:22][C@@H:21]([N:23]([CH2:37][C:38]4[CH:43]=[C:42]([C:44]([F:47])([F:46])[F:45])[CH:41]=[C:40]([C:48]([F:51])([F:50])[F:49])[CH:39]=4)[C:24]4[N:29]=[CH:28][C:27]([N:30]5[CH2:34][CH2:33][N:32]([CH3:35])[C:31]5=[O:36])=[CH:26][N:25]=4)[CH2:20][C@H:19]3[CH2:52][CH3:53])[C:15]([Cl:54])=[CH:14][N:13]=2)[CH2:8][CH2:7]1)=[O:5])C.[OH-].[Na+].Cl, predict the reaction product. The product is: [F:47][C:44]([F:45])([F:46])[C:42]1[CH:43]=[C:38]([CH:39]=[C:40]([C:48]([F:49])([F:50])[F:51])[CH:41]=1)[CH2:37][N:23]([C:24]1[N:25]=[CH:26][C:27]([N:30]2[CH2:34][CH2:33][N:32]([CH3:35])[C:31]2=[O:36])=[CH:28][N:29]=1)[C@@H:21]1[CH2:22][N:18]([C:16]2[C:15]([Cl:54])=[CH:14][N:13]=[C:12]([N:9]3[CH2:10][CH2:11][CH:6]([C:4]([OH:5])=[O:3])[CH2:7][CH2:8]3)[N:17]=2)[C@H:19]([CH2:52][CH3:53])[CH2:20]1.